This data is from Full USPTO retrosynthesis dataset with 1.9M reactions from patents (1976-2016). The task is: Predict the reactants needed to synthesize the given product. (1) Given the product [Br:1][C:2]1[C:11]2[C:10]([CH3:13])([CH3:12])[CH2:9][CH:8]=[C:7]([C:14]([CH3:15])([CH3:16])[CH3:17])[C:6]=2[CH:5]=[C:4](/[C:18](/[CH3:23])=[C:19](/[F:22])\[CH:20]=[O:21])[C:3]=1[O:24][CH2:25][CH3:26], predict the reactants needed to synthesize it. The reactants are: [Br:1][C:2]1[C:11]2[C:10]([CH3:13])([CH3:12])[CH2:9][CH:8]=[C:7]([C:14]([CH3:17])([CH3:16])[CH3:15])[C:6]=2[CH:5]=[C:4](/[C:18](/[CH3:23])=[C:19](/[F:22])\[CH2:20][OH:21])[C:3]=1[O:24][CH2:25][CH3:26].C[N+]1([O-])CCOCC1.ClCCl. (2) Given the product [Cl:16][C:17]1[CH:18]=[C:19]([NH:20][C:2]2[C:7]3[CH:8]=[CH:9][N:10]([CH3:11])[C:6]=3[C:5]([C:12]([OH:14])=[O:13])=[CH:4][N:3]=2)[CH:21]=[CH:22][CH:23]=1, predict the reactants needed to synthesize it. The reactants are: Cl[C:2]1[C:7]2[CH:8]=[CH:9][N:10]([CH3:11])[C:6]=2[C:5]([C:12]([O:14]C)=[O:13])=[CH:4][N:3]=1.[Cl:16][C:17]1[CH:18]=[C:19]([CH:21]=[CH:22][CH:23]=1)[NH2:20].[OH-].[Na+].C(OCC)C.